The task is: Predict the product of the given reaction.. This data is from Forward reaction prediction with 1.9M reactions from USPTO patents (1976-2016). Given the reactants [CH:1]1([CH2:4][O:5][C:6]2[N:11]=[C:10]([C:12]([OH:14])=O)[CH:9]=[CH:8][C:7]=2[N:15]2[CH2:18][C:17]([F:20])([F:19])[CH2:16]2)[CH2:3][CH2:2]1.[C:21]([NH:25][CH2:26][C:27]([NH2:29])=[O:28])([CH3:24])([CH3:23])[CH3:22].CN(C(ON1N=NC2C=CC=CC1=2)=[N+](C)C)C.[B-](F)(F)(F)F.CCN(C(C)C)C(C)C, predict the reaction product. The product is: [C:21]([N:25]([CH2:26][C:27](=[O:28])[NH2:29])[C:12]([C:10]1[CH:9]=[CH:8][C:7]([N:15]2[CH2:18][C:17]([F:20])([F:19])[CH2:16]2)=[C:6]([O:5][CH2:4][CH:1]2[CH2:2][CH2:3]2)[N:11]=1)=[O:14])([CH3:24])([CH3:23])[CH3:22].